From a dataset of Catalyst prediction with 721,799 reactions and 888 catalyst types from USPTO. Predict which catalyst facilitates the given reaction. Reactant: [N+](C1C=CC(COC([N:12]2[CH2:17][CH2:16][N:15]3[N:18]=[C:19]([CH2:21][OH:22])[CH:20]=[C:14]3[CH2:13]2)=O)=CC=1)([O-])=O. Product: [N:18]1[N:15]2[CH2:16][CH2:17][NH:12][CH2:13][C:14]2=[CH:20][C:19]=1[CH2:21][OH:22]. The catalyst class is: 43.